From a dataset of Forward reaction prediction with 1.9M reactions from USPTO patents (1976-2016). Predict the product of the given reaction. (1) Given the reactants [N:1]1[CH:6]=[CH:5][C:4]([C:7]2[C:8]([C:16]3[CH:17]=[C:18]([NH2:22])[CH:19]=[CH:20][CH:21]=3)=[N:9][N:10]3[CH2:15][CH2:14][CH2:13][S:12][C:11]=23)=[CH:3][CH:2]=1.[CH3:23][C:24]1[CH:29]=[CH:28][C:27]([S:30]([N:33]=[C:34]=[O:35])(=[O:32])=[O:31])=[CH:26][CH:25]=1, predict the reaction product. The product is: [CH3:23][C:24]1[CH:29]=[CH:28][C:27]([S:30]([NH:33][C:34]([NH:22][C:18]2[CH:19]=[CH:20][CH:21]=[C:16]([C:8]3[C:7]([C:4]4[CH:5]=[CH:6][N:1]=[CH:2][CH:3]=4)=[C:11]4[S:12][CH2:13][CH2:14][CH2:15][N:10]4[N:9]=3)[CH:17]=2)=[O:35])(=[O:32])=[O:31])=[CH:26][CH:25]=1. (2) Given the reactants [C:1]([O:5][C:6]([N:8]1[CH2:13][C@H:12]2[C@H:10]([CH2:11]2)[C@H:9]1[CH2:14][NH2:15])=[O:7])([CH3:4])([CH3:3])[CH3:2].[CH3:16][C:17]1[N:18]=[C:19]2[N:23]([C:24]=1[C:25](O)=[O:26])[CH:22]=[CH:21][S:20]2, predict the reaction product. The product is: [C:1]([O:5][C:6]([N:8]1[CH2:13][C@H:12]2[C@H:10]([CH2:11]2)[C@H:9]1[CH2:14][NH:15][C:25]([C:24]1[N:23]2[C:19]([S:20][CH:21]=[CH:22]2)=[N:18][C:17]=1[CH3:16])=[O:26])=[O:7])([CH3:4])([CH3:3])[CH3:2].